Predict the reaction yield, written as a fraction of the theoretical maximum amount of product (1.0 means a 100% yield; for example, 0.34 means a 34% yield). From a dataset of Reaction yield outcomes from USPTO patents with 853,638 reactions. (1) The reactants are [O:1]1[C:10]2[CH:9]=[C:8]([CH2:11]O)[N:7]=[CH:6][C:5]=2[O:4][CH2:3][CH2:2]1.P(Br)(Br)[Br:14].C([O-])(O)=O.[Na+]. The catalyst is C(Cl)Cl. The product is [Br:14][CH2:11][C:8]1[N:7]=[CH:6][C:5]2[O:4][CH2:3][CH2:2][O:1][C:10]=2[CH:9]=1. The yield is 0.920. (2) The reactants are [CH3:1][C:2]1[C:7]([N+:8]([O-])=O)=[CH:6][CH:5]=[CH:4][C:3]=1[O:11][CH3:12]. The catalyst is C(O)C.[Pd]. The product is [CH3:1][C:2]1[C:3]([O:11][CH3:12])=[CH:4][CH:5]=[CH:6][C:7]=1[NH2:8]. The yield is 0.980. (3) The reactants are [F:1][C:2]1[N:7]=[C:6]([NH2:8])[CH:5]=[CH:4][CH:3]=1.ClC(Cl)(Cl)[C:11](=[O:13])[CH3:12].[CH3:16]OCCOC. No catalyst specified. The product is [F:1][C:2]1[N:7]2[CH:16]=[C:12]([CH:11]=[O:13])[N:8]=[C:6]2[CH:5]=[CH:4][CH:3]=1. The yield is 0.340. (4) The reactants are [OH-].[K+].[NH2:3][C:4]1[CH:9]=[CH:8][CH:7]=[CH:6][C:5]=1[SH:10].[K].I[CH2:13][CH2:14]I. The catalyst is C(O)(C)C. The product is [CH2:5]([S:10][C:14]1[CH:13]=[CH:7][CH:8]=[CH:9][C:4]=1[NH2:3])[CH2:6][S:10][C:5]1[CH:6]=[CH:7][CH:8]=[CH:9][C:4]=1[NH2:3]. The yield is 0.585. (5) The reactants are [N:1]1([C:6]2[N:11]=[C:10]([N:12]3[CH2:17][CH2:16][CH2:15][CH2:14][CH:13]3[CH2:18][CH2:19][OH:20])[CH:9]=[CH:8][N:7]=2)[CH:5]=[CH:4][N:3]=[CH:2]1.[H-].[Na+].[CH2:23](Cl)[C:24]1[CH:32]=[CH:31][C:30]2[O:29][CH2:28][O:27][C:26]=2[CH:25]=1.[Cl-].C([NH3+])(C)(C)C. The catalyst is CN(C=O)C. The product is [O:29]1[C:30]2[CH:31]=[CH:32][C:24]([CH2:23][O:20][CH2:19][CH2:18][CH:13]3[CH2:14][CH2:15][CH2:16][CH2:17][N:12]3[C:10]3[CH:9]=[CH:8][N:7]=[C:6]([N:1]4[CH:5]=[CH:4][N:3]=[CH:2]4)[N:11]=3)=[CH:25][C:26]=2[O:27][CH2:28]1. The yield is 0.350. (6) The reactants are [CH:1]([NH:4][C:5]([C:7]1[C:15]2[C:10](=[N:11][CH:12]=[C:13]([C:16]3[C:24]4[C:19](=[CH:20][C:21]([F:25])=[CH:22][CH:23]=4)[N:18]([CH:26]4[CH2:29][O:28][CH2:27]4)[N:17]=3)[N:14]=2)[N:9](COCC[Si](C)(C)C)[CH:8]=1)=[O:6])([CH3:3])[CH3:2].C(O)(C(F)(F)F)=O. The catalyst is C(Cl)Cl. The product is [CH:1]([NH:4][C:5]([C:7]1[C:15]2[C:10](=[N:11][CH:12]=[C:13]([C:16]3[C:24]4[C:19](=[CH:20][C:21]([F:25])=[CH:22][CH:23]=4)[N:18]([CH:26]4[CH2:27][O:28][CH2:29]4)[N:17]=3)[N:14]=2)[NH:9][CH:8]=1)=[O:6])([CH3:3])[CH3:2]. The yield is 0.410. (7) The reactants are [O:1]=[C:2]1[NH:7][C:6]([NH:8][C:9]2[CH:14]=[CH:13][C:12]([N:15]3[CH2:20][CH2:19][CH2:18][CH2:17][CH2:16]3)=[CH:11][CH:10]=2)=[N:5][CH:4]=[C:3]1[C:21]([O:23]CC)=[O:22].[OH-].[Na+]. The catalyst is CO. The product is [O:1]=[C:2]1[NH:7][C:6]([NH:8][C:9]2[CH:14]=[CH:13][C:12]([N:15]3[CH2:16][CH2:17][CH2:18][CH2:19][CH2:20]3)=[CH:11][CH:10]=2)=[N:5][CH:4]=[C:3]1[C:21]([OH:23])=[O:22]. The yield is 0.600.